Dataset: Forward reaction prediction with 1.9M reactions from USPTO patents (1976-2016). Task: Predict the product of the given reaction. (1) Given the reactants [Cl:1][C:2]1[N:7]=[C:6]([NH2:8])[CH:5]=[CH:4][N:3]=1.[C:9](O[C:9]([O:11][C:12]([CH3:15])([CH3:14])[CH3:13])=[O:10])([O:11][C:12]([CH3:15])([CH3:14])[CH3:13])=[O:10], predict the reaction product. The product is: [C:12]([O:11][C:9]([N:8]([C:6]1[CH:5]=[CH:4][N:3]=[C:2]([Cl:1])[N:7]=1)[C:9](=[O:10])[O:11][C:12]([CH3:15])([CH3:14])[CH3:13])=[O:10])([CH3:15])([CH3:14])[CH3:13]. (2) Given the reactants [Li]CCCC.[Cl-].[CH3:7][O:8][CH2:9][P+](C1C=CC=CC=1)(C1C=CC=CC=1)C1C=CC=CC=1.[CH3:29][C:30]1([CH3:37])[CH2:35][CH2:34][C:33](=O)[CH2:32][CH2:31]1, predict the reaction product. The product is: [CH3:7][O:8][CH:9]=[C:33]1[CH2:34][CH2:35][C:30]([CH3:37])([CH3:29])[CH2:31][CH2:32]1.